Dataset: TCR-epitope binding with 47,182 pairs between 192 epitopes and 23,139 TCRs. Task: Binary Classification. Given a T-cell receptor sequence (or CDR3 region) and an epitope sequence, predict whether binding occurs between them. The epitope is AVFDRKSDAK. The TCR CDR3 sequence is CASRSSGGAYNEQFF. Result: 1 (the TCR binds to the epitope).